This data is from Full USPTO retrosynthesis dataset with 1.9M reactions from patents (1976-2016). The task is: Predict the reactants needed to synthesize the given product. (1) Given the product [Cl:15][C:16]1[CH:17]=[C:18]([C:23]2[CH2:24][CH:25]3[N:30]([CH2:37][CH2:32][CH2:31][O:36][N:10]4[C:11]5[C:7](=[CH:6][CH:14]=[CH:13][CH:12]=5)[CH:8]=[CH:9]4)[CH:28]([CH2:27][CH2:26]3)[CH:29]=2)[CH:19]=[CH:20][C:21]=1[Cl:22], predict the reactants needed to synthesize it. The reactants are: ClCCCO[C:6]1[CH:14]=[CH:13][CH:12]=[C:11]2[C:7]=1[CH:8]=[CH:9][NH:10]2.[Cl:15][C:16]1[CH:17]=[C:18]([C:23]2[CH2:29][CH:28]3[NH:30][CH:25]([CH2:26][CH2:27]3)[CH:24]=2)[CH:19]=[CH:20][C:21]=1[Cl:22].[C:31]([OH:36])(=O)[C:32](O)=O.[CH3:37]CO. (2) Given the product [Cl:11][C:4]1[N:3]=[C:2]([O:15][CH:12]([CH3:14])[CH3:13])[C:7]([N+:8]([O-:10])=[O:9])=[CH:6][CH:5]=1, predict the reactants needed to synthesize it. The reactants are: Cl[C:2]1[C:7]([N+:8]([O-:10])=[O:9])=[CH:6][CH:5]=[C:4]([Cl:11])[N:3]=1.[CH:12]([OH:15])([CH3:14])[CH3:13].[H-].[Na+].